This data is from Peptide-MHC class I binding affinity with 185,985 pairs from IEDB/IMGT. The task is: Regression. Given a peptide amino acid sequence and an MHC pseudo amino acid sequence, predict their binding affinity value. This is MHC class I binding data. (1) The peptide sequence is AENLWDTVY. The MHC is Mamu-A11 with pseudo-sequence Mamu-A11. The binding affinity (normalized) is 0.291. (2) The peptide sequence is CTILAAVSVS. The MHC is HLA-A30:01 with pseudo-sequence HLA-A30:01. The binding affinity (normalized) is 0.265. (3) The peptide sequence is KLQLKGMSY. The MHC is HLA-B46:01 with pseudo-sequence HLA-B46:01. The binding affinity (normalized) is 0.0847. (4) The peptide sequence is EIINNGISY. The MHC is HLA-B07:02 with pseudo-sequence HLA-B07:02. The binding affinity (normalized) is 0.0847. (5) The peptide sequence is MERFSWHVA. The MHC is HLA-B15:42 with pseudo-sequence HLA-B15:42. The binding affinity (normalized) is 0.213. (6) The peptide sequence is RLLDLSSWFT. The MHC is HLA-A02:01 with pseudo-sequence HLA-A02:01. The binding affinity (normalized) is 0.721. (7) The peptide sequence is ELRQLAQSL. The MHC is HLA-A02:01 with pseudo-sequence HLA-A02:01. The binding affinity (normalized) is 0.0847. (8) The MHC is HLA-B35:03 with pseudo-sequence HLA-B35:03. The binding affinity (normalized) is 0.0618. The peptide sequence is TAVPWNASW.